Dataset: Forward reaction prediction with 1.9M reactions from USPTO patents (1976-2016). Task: Predict the product of the given reaction. (1) Given the reactants [Br:1][C:2]1[C:11]2[C:6](=[CH:7][CH:8]=[CH:9][CH:10]=2)[C:5](I)=[CH:4][CH:3]=1.[CH3:13][O:14][C:15]1[CH:20]=[CH:19][C:18](B(O)O)=[CH:17][CH:16]=1.C([O-])([O-])=O.[Na+].[Na+], predict the reaction product. The product is: [Br:1][C:2]1[C:11]2[C:6](=[CH:7][CH:8]=[CH:9][CH:10]=2)[C:5]([C:18]2[CH:19]=[CH:20][C:15]([O:14][CH3:13])=[CH:16][CH:17]=2)=[CH:4][CH:3]=1. (2) Given the reactants [CH2:1]([Mg]Br)[CH3:2].[Cl:5][C:6]1[N:11]=[C:10](Cl)[CH:9]=[CH:8][N:7]=1.[NH4+].[Cl-], predict the reaction product. The product is: [Cl:5][C:6]1[N:11]=[C:10]([CH2:1][CH3:2])[CH:9]=[CH:8][N:7]=1.